This data is from Reaction yield outcomes from USPTO patents with 853,638 reactions. The task is: Predict the reaction yield, written as a fraction of the theoretical maximum amount of product (1.0 means a 100% yield; for example, 0.34 means a 34% yield). (1) The reactants are [Cl:1][C:2]1[CH:3]=[C:4]([CH:19]=[CH:20][C:21]=1[Cl:22])[CH2:5][CH:6]1[C:15]2[C:10](=[CH:11][CH:12]=[C:13]([O:16][CH3:17])[CH:14]=2)[CH2:9][CH2:8][C:7]1=O.[NH:23]1[CH2:27][CH2:26][CH2:25][CH2:24]1.CO.C#N.[Na]. The catalyst is C1(C)C=CC=CC=1.O.C1(C)C=CC(S(O)(=O)=O)=CC=1.O. The product is [Cl:1][C:2]1[CH:3]=[C:4]([CH:19]=[CH:20][C:21]=1[Cl:22])[CH2:5][CH:6]1[C:15]2[C:10](=[CH:11][CH:12]=[C:13]([O:16][CH3:17])[CH:14]=2)[CH2:9][CH2:8][CH:7]1[N:23]1[CH2:27][CH2:26][CH2:25][CH2:24]1. The yield is 0.250. (2) The reactants are [N:1]1[C:10]2[C:5](=[CH:6][CH:7]=[CH:8][CH:9]=2)[N:4]=[CH:3][C:2]=1[N:11]1[CH2:22][CH2:21][C:14]2([C:19](=[O:20])[NH:18][CH2:17][CH2:16][CH2:15]2)[CH2:13][CH2:12]1.[H-].[Na+].Br[CH2:26][C:27]1[CH:32]=[CH:31][CH:30]=[CH:29][C:28]=1[C:33]1[O:37][N:36]=[C:35]([CH3:38])[N:34]=1.O. The catalyst is CCCC[N+](CCCC)(CCCC)CCCC.[I-].C1COCC1.C(OCC)(=O)C. The product is [CH3:38][C:35]1[N:34]=[C:33]([C:28]2[CH:29]=[CH:30][CH:31]=[CH:32][C:27]=2[CH2:26][N:18]2[CH2:17][CH2:16][CH2:15][C:14]3([CH2:21][CH2:22][N:11]([C:2]4[CH:3]=[N:4][C:5]5[C:10](=[CH:9][CH:8]=[CH:7][CH:6]=5)[N:1]=4)[CH2:12][CH2:13]3)[C:19]2=[O:20])[O:37][N:36]=1. The yield is 0.980. (3) The reactants are [C:1]([O:5][C:6]([N:8]1[CH2:13][CH2:12][CH:11]([O:14][C:15]2[CH:20]=[C:19]([CH3:21])[C:18]([C:22]3[CH:27]=[CH:26][CH:25]=[C:24]([CH2:28][O:29][C:30]4[CH:43]=[CH:42][C:33]5[C@H:34]([CH2:37][C:38]([O:40]C)=[O:39])[CH2:35][O:36][C:32]=5[CH:31]=4)[CH:23]=3)=[C:17]([CH3:44])[CH:16]=2)[CH2:10][CH2:9]1)=[O:7])([CH3:4])([CH3:3])[CH3:2].[OH-].[Na+]. The catalyst is CO. The product is [C:1]([O:5][C:6]([N:8]1[CH2:13][CH2:12][CH:11]([O:14][C:15]2[CH:16]=[C:17]([CH3:44])[C:18]([C:22]3[CH:27]=[CH:26][CH:25]=[C:24]([CH2:28][O:29][C:30]4[CH:43]=[CH:42][C:33]5[C@H:34]([CH2:37][C:38]([OH:40])=[O:39])[CH2:35][O:36][C:32]=5[CH:31]=4)[CH:23]=3)=[C:19]([CH3:21])[CH:20]=2)[CH2:10][CH2:9]1)=[O:7])([CH3:4])([CH3:3])[CH3:2]. The yield is 0.474. (4) The reactants are [CH3:1][O:2][C:3](=[O:17])[C@@H:4]([CH3:16])[CH2:5][O:6][C:7]1[CH:12]=[CH:11][C:10]([C:13]#[N:14])=[C:9]([F:15])[CH:8]=1.[H][H].[ClH:20]. The catalyst is CO.[OH-].[OH-].[Pd+2]. The product is [ClH:20].[CH3:1][O:2][C:3](=[O:17])[C@@H:4]([CH3:16])[CH2:5][O:6][C:7]1[CH:12]=[CH:11][C:10]([CH2:13][NH2:14])=[C:9]([F:15])[CH:8]=1. The yield is 0.950. (5) No catalyst specified. The reactants are Cl[C:2]1[C:11]2[C:6](=[CH:7][CH:8]=[CH:9][CH:10]=2)[N:5]=[CH:4][CH:3]=1.[CH3:12][O:13][C:14]1[CH:19]=[CH:18][C:17]([NH:20][CH3:21])=[CH:16][CH:15]=1. The yield is 0.740. The product is [CH3:12][O:13][C:14]1[CH:19]=[CH:18][C:17]([N:20]([CH3:21])[C:2]2[C:11]3[C:6](=[CH:7][CH:8]=[CH:9][CH:10]=3)[N:5]=[CH:4][CH:3]=2)=[CH:16][CH:15]=1.